This data is from Peptide-MHC class I binding affinity with 185,985 pairs from IEDB/IMGT. The task is: Regression. Given a peptide amino acid sequence and an MHC pseudo amino acid sequence, predict their binding affinity value. This is MHC class I binding data. (1) The peptide sequence is VGPEWEPV. The MHC is H-2-Kb with pseudo-sequence H-2-Kb. The binding affinity (normalized) is 0.428. (2) The peptide sequence is FWAWSVLRV. The MHC is HLA-A02:11 with pseudo-sequence HLA-A02:11. The binding affinity (normalized) is 0.0847. (3) The peptide sequence is RIRQGLELTLL. The MHC is Mamu-B03 with pseudo-sequence Mamu-B03. The binding affinity (normalized) is 0.337.